Dataset: Catalyst prediction with 721,799 reactions and 888 catalyst types from USPTO. Task: Predict which catalyst facilitates the given reaction. Reactant: N#N.[CH3:3][C:4]1([C:9]2[S:13][C:12]([CH:14]=[O:15])=[N:11][CH:10]=2)[O:8][CH2:7][CH2:6][O:5]1.[BH4-].[Na+].O. Product: [CH3:3][C:4]1([C:9]2[S:13][C:12]([CH2:14][OH:15])=[N:11][CH:10]=2)[O:8][CH2:7][CH2:6][O:5]1. The catalyst class is: 5.